Dataset: Catalyst prediction with 721,799 reactions and 888 catalyst types from USPTO. Task: Predict which catalyst facilitates the given reaction. (1) The catalyst class is: 363. Product: [ClH:25].[N:1]1[CH:6]=[CH:5][C:4]([CH:7]2[CH2:12][CH2:11][N:10]([C:13]([N:15]3[C:24]4[C:19](=[CH:20][CH:21]=[CH:22][CH:23]=4)[CH2:18][CH2:17][CH2:16]3)=[O:14])[CH2:9][CH2:8]2)=[CH:3][CH:2]=1. Reactant: [N:1]1[CH:6]=[CH:5][C:4]([CH:7]2[CH2:12][CH2:11][N:10]([C:13]([N:15]3[C:24]4[C:19](=[CH:20][CH:21]=[CH:22][CH:23]=4)[CH2:18][CH2:17][CH2:16]3)=[O:14])[CH2:9][CH2:8]2)=[CH:3][CH:2]=1.[ClH:25]. (2) Reactant: C([O:5][C:6]([C:8]1[CH:29]=[CH:28][C:11]([CH2:12][N:13]2[C:18](=[O:19])[C:17]3[CH:20]=[C:21]([C:23]([OH:25])=O)[S:22][C:16]=3[N:15]([CH3:26])[C:14]2=[O:27])=[CH:10][CH:9]=1)=[O:7])(C)(C)C.CCN(CC)CC.[F:37][C:38]1[CH:45]=[CH:44][C:41]([CH2:42][NH2:43])=[CH:40][CH:39]=1. Product: [F:37][C:38]1[CH:45]=[CH:44][C:41]([CH2:42][NH:43][C:23]([C:21]2[S:22][C:16]3[N:15]([CH3:26])[C:14](=[O:27])[N:13]([CH2:12][C:11]4[CH:10]=[CH:9][C:8]([C:6]([OH:5])=[O:7])=[CH:29][CH:28]=4)[C:18](=[O:19])[C:17]=3[CH:20]=2)=[O:25])=[CH:40][CH:39]=1. The catalyst class is: 2.